Dataset: Reaction yield outcomes from USPTO patents with 853,638 reactions. Task: Predict the reaction yield, written as a fraction of the theoretical maximum amount of product (1.0 means a 100% yield; for example, 0.34 means a 34% yield). The reactants are [C:1]1([N:7]2[C:12](=[O:13])[C:11]3[S:14][CH:15]=[C:16]([C:17]4[CH:22]=[CH:21][CH:20]=[CH:19][CH:18]=4)[C:10]=3[N:9]=[CH:8]2)[CH:6]=[CH:5][CH:4]=[CH:3][CH:2]=1.NC1C(C2C=CC([F:35])=CC=2)=CSC=1C(OC)=O.C([O:47][CH2:48]C)(OCC)OCC.COC1C=CC(N)=CC=1. The catalyst is C(O)(=O)C. The product is [F:35][C:20]1[CH:19]=[CH:18][C:17]([C:16]2[C:10]3[N:9]=[CH:8][N:7]([C:1]4[CH:6]=[CH:5][C:4]([O:47][CH3:48])=[CH:3][CH:2]=4)[C:12](=[O:13])[C:11]=3[S:14][CH:15]=2)=[CH:22][CH:21]=1. The yield is 0.510.